This data is from Catalyst prediction with 721,799 reactions and 888 catalyst types from USPTO. The task is: Predict which catalyst facilitates the given reaction. (1) Reactant: Cl.[NH2:2][CH2:3][CH2:4][CH2:5][N:6]1[C:10]([C:11]2[CH:16]=[CH:15][C:14]([Br:17])=[CH:13][CH:12]=2)=[CH:9][S:8][C:7]1=[N:18][C:19]1[CH:24]=[CH:23][CH:22]=[CH:21][CH:20]=1.C(N(CC)CC)C.[C:32](OC(=O)C)(=[O:34])[CH3:33].C(=O)([O-])O.[Na+]. Product: [Br:17][C:14]1[CH:15]=[CH:16][C:11]([C:10]2[N:6]([CH2:5][CH2:4][CH2:3][NH:2][C:32](=[O:34])[CH3:33])[C:7](=[N:18][C:19]3[CH:24]=[CH:23][CH:22]=[CH:21][CH:20]=3)[S:8][CH:9]=2)=[CH:12][CH:13]=1. The catalyst class is: 9. (2) Reactant: [N+:1]([C:4]1[CH:12]=[C:11]([C:13]([F:16])([F:15])[F:14])[CH:10]=[CH:9][C:5]=1[C:6]([NH2:8])=[O:7])([O-])=O. Product: [NH2:1][C:4]1[CH:12]=[C:11]([C:13]([F:14])([F:15])[F:16])[CH:10]=[CH:9][C:5]=1[C:6]([NH2:8])=[O:7]. The catalyst class is: 591. (3) Reactant: Cl[C:2]1[N:7]=[C:6]([N:8]2[CH2:12][C@H:11]([S:13][C:14]([C:27]3[CH:32]=[CH:31][CH:30]=[CH:29][CH:28]=3)([C:21]3[CH:26]=[CH:25][CH:24]=[CH:23][CH:22]=3)[C:15]3[CH:20]=[CH:19][CH:18]=[CH:17][CH:16]=3)[CH2:10][C@H:9]2[CH2:33][O:34][CH2:35][C:36]2[CH:41]=[C:40]([F:42])[C:39]([F:43])=[CH:38][C:37]=2[F:44])[CH:5]=[CH:4][N:3]=1.[CH3:45][O-:46].[Na+]. Product: [CH3:45][O:46][C:2]1[N:7]=[C:6]([N:8]2[CH2:12][C@H:11]([S:13][C:14]([C:27]3[CH:32]=[CH:31][CH:30]=[CH:29][CH:28]=3)([C:21]3[CH:26]=[CH:25][CH:24]=[CH:23][CH:22]=3)[C:15]3[CH:20]=[CH:19][CH:18]=[CH:17][CH:16]=3)[CH2:10][C@H:9]2[CH2:33][O:34][CH2:35][C:36]2[CH:41]=[C:40]([F:42])[C:39]([F:43])=[CH:38][C:37]=2[F:44])[CH:5]=[CH:4][N:3]=1. The catalyst class is: 5. (4) Reactant: [CH3:1][O:2][C:3]1[C:4]2[N:11]=[C:10]([N:12]=[C:13](SC)SC)[S:9][C:5]=2[N:6]=[CH:7][N:8]=1.Cl.Cl.[NH2:20][CH2:21][C@@:22]1([OH:30])[CH:27]2[CH2:28][CH2:29][N:24]([CH2:25][CH2:26]2)[CH2:23]1.C(=O)([O-])[O-].[Cs+].[Cs+].O. Product: [CH3:1][O:2][C:3]1[C:4]2[N:11]=[C:10]([NH:12][C:13]3[O:30][C@:22]4([CH2:21][N:20]=3)[CH:27]3[CH2:28][CH2:29][N:24]([CH2:25][CH2:26]3)[CH2:23]4)[S:9][C:5]=2[N:6]=[CH:7][N:8]=1. The catalyst class is: 3. (5) Reactant: [Cl:1][C:2]1[CH:7]=[CH:6][CH:5]=[CH:4][C:3]=1[C:8]1[NH:13][C:12](=[O:14])[C:11]([C:15]#[N:16])=[CH:10][C:9]=1[C:17]1[CH:22]=[CH:21][C:20]([Cl:23])=[CH:19][CH:18]=1.[F:24][C:25]1[CH:26]=[C:27]([CH:30]=[CH:31][C:32]=1[F:33])[CH2:28]Br. The catalyst class is: 3. Product: [Cl:1][C:2]1[CH:7]=[CH:6][CH:5]=[CH:4][C:3]=1[C:8]1[C:9]([C:17]2[CH:18]=[CH:19][C:20]([Cl:23])=[CH:21][CH:22]=2)=[CH:10][C:11]([C:15]#[N:16])=[C:12]([O:14][CH2:28][C:27]2[CH:30]=[CH:31][C:32]([F:33])=[C:25]([F:24])[CH:26]=2)[N:13]=1.